Dataset: Full USPTO retrosynthesis dataset with 1.9M reactions from patents (1976-2016). Task: Predict the reactants needed to synthesize the given product. (1) Given the product [C:27]([C:26]1[CH:25]=[C:24]([CH:31]=[CH:30][CH:29]=1)[CH2:22][NH:1][C:2]1[CH:3]=[C:4]2[C:9](=[CH:10][CH:11]=1)[N:8]=[CH:7][C:6]([C:12]#[N:13])=[C:5]2[NH:14][CH:15]1[CH2:16][CH2:17][CH2:18][CH2:19][CH2:20][CH2:21]1)#[N:28], predict the reactants needed to synthesize it. The reactants are: [NH2:1][C:2]1[CH:3]=[C:4]2[C:9](=[CH:10][CH:11]=1)[N:8]=[CH:7][C:6]([C:12]#[N:13])=[C:5]2[NH:14][CH:15]1[CH2:21][CH2:20][CH2:19][CH2:18][CH2:17][CH2:16]1.[CH:22]([C:24]1[CH:25]=[C:26]([CH:29]=[CH:30][CH:31]=1)[C:27]#[N:28])=O.[BH3-]C#N.[Na+]. (2) Given the product [CH3:1][C:2]1[CH:16]=[CH:15][C:5]([O:6][C:7]2[CH:8]=[C:9]([CH2:10][NH:11][C:20](=[O:21])[C:19]3[CH:23]=[CH:24][CH:25]=[N:26][C:18]=3[NH2:17])[CH:12]=[CH:13][CH:14]=2)=[CH:4][CH:3]=1, predict the reactants needed to synthesize it. The reactants are: [CH3:1][C:2]1[CH:16]=[CH:15][C:5]([O:6][C:7]2[CH:8]=[C:9]([CH:12]=[CH:13][CH:14]=2)[CH2:10][NH2:11])=[CH:4][CH:3]=1.[NH2:17][C:18]1[N:26]=[CH:25][CH:24]=[CH:23][C:19]=1[C:20](O)=[O:21].ON1C2C=CC=CC=2N=N1.CCN=C=NCCCN(C)C. (3) Given the product [CH2:23]([O:22][C:20]([NH:19][C@H:12]([C:8]1[CH:9]=[CH:10][CH:11]=[C:6]([NH:5][C:30]([O:33][CH2:43][CH2:42][C:39]2[CH:40]=[CH:41][C:36]([Br:35])=[CH:37][C:38]=2[CH3:45])=[O:31])[CH:7]=1)[CH2:13][C:14]([O:16][CH2:17][CH3:18])=[O:15])=[O:21])[C:24]1[CH:25]=[CH:26][CH:27]=[CH:28][CH:29]=1, predict the reactants needed to synthesize it. The reactants are: C(Cl)(Cl)=O.[NH2:5][C:6]1[CH:7]=[C:8]([C@@H:12]([NH:19][C:20]([O:22][CH2:23][C:24]2[CH:29]=[CH:28][CH:27]=[CH:26][CH:25]=2)=[O:21])[CH2:13][C:14]([O:16][CH2:17][CH3:18])=[O:15])[CH:9]=[CH:10][CH:11]=1.[C:30]([O-:33])(O)=[O:31].[Na+].[Br:35][C:36]1[CH:41]=[CH:40][C:39]([CH2:42][CH2:43]O)=[C:38]([CH3:45])[CH:37]=1.[N-]=C=O.[H-].[Na+].[Cl-].[NH4+]. (4) Given the product [CH2:24]([N:31]1[CH2:35][CH2:36][C:15]([C:4]2[N:3]=[C:2]([Cl:1])[N:7]=[C:6]([N:8]3[CH2:13][CH2:12][O:11][CH2:10][C@H:9]3[CH3:14])[CH:5]=2)([S:16]([CH2:19][CH3:20])(=[O:18])=[O:17])[CH2:33][CH2:32]1)[C:25]1[CH:30]=[CH:29][CH:28]=[CH:27][CH:26]=1, predict the reactants needed to synthesize it. The reactants are: [Cl:1][C:2]1[N:7]=[C:6]([N:8]2[CH2:13][CH2:12][O:11][CH2:10][C@H:9]2[CH3:14])[CH:5]=[C:4]([CH2:15][S:16]([CH2:19][CH3:20])(=[O:18])=[O:17])[N:3]=1.[H-].[Na+].Cl.[CH2:24]([N:31]([CH2:35][CH2:36]Cl)[CH2:32][CH2:33]Cl)[C:25]1[CH:30]=[CH:29][CH:28]=[CH:27][CH:26]=1. (5) Given the product [C:1]1([S:7]([N:10]2[C:14]3=[N:15][CH:16]=[CH:17][CH:18]=[C:13]3[CH:12]=[C:11]2[C:19]([C:47]2[CH:48]=[CH:49][C:44]([S:41]([CH2:40][CH2:39][O:38][CH3:37])(=[O:42])=[O:43])=[CH:45][CH:46]=2)=[CH:20][CH:21]2[CH2:25][CH2:24][CH2:23][CH2:22]2)(=[O:8])=[O:9])[CH:2]=[CH:3][CH:4]=[CH:5][CH:6]=1, predict the reactants needed to synthesize it. The reactants are: [C:1]1([S:7]([N:10]2[C:14]3=[N:15][CH:16]=[CH:17][CH:18]=[C:13]3[CH:12]=[C:11]2[C:19](OS(C2C=CC(C)=CC=2)(=O)=O)=[CH:20][CH:21]2[CH2:25][CH2:24][CH2:23][CH2:22]2)(=[O:9])=[O:8])[CH:6]=[CH:5][CH:4]=[CH:3][CH:2]=1.[CH3:37][O:38][CH2:39][CH2:40][S:41]([C:44]1[CH:49]=[CH:48][C:47](B(O)O)=[CH:46][CH:45]=1)(=[O:43])=[O:42].C(=O)([O-])[O-].[Na+].[Na+]. (6) Given the product [C:15]1([C:13]2[N:14]=[C:7]([N:4]3[CH2:5][CH2:6][O:1][CH2:2][CH2:3]3)[CH:8]=[CH:11][C:12]=2[C:21]2[CH:22]=[CH:23][C:24]([CH3:27])=[CH:25][CH:26]=2)[CH:20]=[CH:19][CH:18]=[CH:17][CH:16]=1, predict the reactants needed to synthesize it. The reactants are: [O:1]1[CH2:6][CH2:5][N:4]([C:7]2[N:14]=[C:13]([C:15]3[CH:20]=[CH:19][CH:18]=[CH:17][CH:16]=3)[C:12]([C:21]3[CH:26]=[CH:25][C:24]([CH3:27])=[CH:23][CH:22]=3)=[CH:11][C:8]=2C#N)[CH2:3][CH2:2]1. (7) Given the product [C:1]([O:5][C:6](=[O:14])[C:7]1[CH:12]=[CH:11][CH:10]=[C:9]([NH:13][S:21]([C:17]2[CH:16]=[N:15][CH:20]=[CH:19][CH:18]=2)(=[O:23])=[O:22])[CH:8]=1)([CH3:4])([CH3:2])[CH3:3], predict the reactants needed to synthesize it. The reactants are: [C:1]([O:5][C:6](=[O:14])[C:7]1[CH:12]=[CH:11][CH:10]=[C:9]([NH2:13])[CH:8]=1)([CH3:4])([CH3:3])[CH3:2].[N:15]1[CH:20]=[CH:19][CH:18]=[C:17]([S:21](Cl)(=[O:23])=[O:22])[CH:16]=1.